Predict which catalyst facilitates the given reaction. From a dataset of Catalyst prediction with 721,799 reactions and 888 catalyst types from USPTO. Reactant: C([O:3][P:4]([CH2:9][CH2:10][CH2:11][NH:12][C:13]([C:15]1[CH:24]=[CH:23][C:22]2[C:17](=[CH:18][CH:19]=[C:20]([O:29][CH2:30][C:31]3[CH:36]=[C:35]([Cl:37])[CH:34]=[C:33]([Cl:38])[CH:32]=3)[C:21]=2[C:25]([F:28])([F:27])[F:26])[CH:16]=1)=[O:14])(=[O:8])[O:5]CC)C.Br[Si](C)(C)C. Product: [Cl:38][C:33]1[CH:32]=[C:31]([CH:36]=[C:35]([Cl:37])[CH:34]=1)[CH2:30][O:29][C:20]1[C:21]([C:25]([F:28])([F:26])[F:27])=[C:22]2[C:17](=[CH:18][CH:19]=1)[CH:16]=[C:15]([C:13]([NH:12][CH2:11][CH2:10][CH2:9][P:4](=[O:3])([OH:8])[OH:5])=[O:14])[CH:24]=[CH:23]2. The catalyst class is: 115.